Predict the reaction yield, written as a fraction of the theoretical maximum amount of product (1.0 means a 100% yield; for example, 0.34 means a 34% yield). From a dataset of Reaction yield outcomes from USPTO patents with 853,638 reactions. (1) The reactants are FC(F)(F)C(O)=O.[CH3:8][S:9]([C:12]1[CH:27]=[CH:26][C:15]2[N:16]([CH:20]3[CH2:25][CH2:24][NH:23][CH2:22][CH2:21]3)[C:17](=[O:19])[NH:18][C:14]=2[CH:13]=1)(=[O:11])=[O:10].[C:28]([CH:32]1[CH2:37][CH2:36][CH:35]([C:38](=[O:41])[CH2:39]Cl)[CH2:34][CH2:33]1)([CH3:31])([CH3:30])[CH3:29]. The catalyst is CN(C=O)C.O. The product is [C:28]([CH:32]1[CH2:33][CH2:34][CH:35]([C:38](=[O:41])[CH2:39][N:23]2[CH2:22][CH2:21][CH:20]([N:16]3[C:15]4[CH:26]=[CH:27][C:12]([S:9]([CH3:8])(=[O:10])=[O:11])=[CH:13][C:14]=4[NH:18][C:17]3=[O:19])[CH2:25][CH2:24]2)[CH2:36][CH2:37]1)([CH3:31])([CH3:29])[CH3:30]. The yield is 0.140. (2) The reactants are [F:1][CH2:2][CH2:3][CH2:4][O:5][C:6]1[CH:14]=[C:13]2[C:9]([CH2:10][CH2:11][C:12]2=[O:15])=[CH:8][CH:7]=1.[C:16]([O:20]C)(=O)[CH:17]=[CH2:18].[CH3:22][C:23](C)([O-])C.[K+].[OH-].[K+]. The catalyst is [Cl-].[Na+].O.O. The product is [F:1][CH2:2][CH2:3][CH2:4][O:5][C:6]1[CH:14]=[C:13]2[C:9]([CH2:10][C:11]3([CH2:18][CH2:17][C:16](=[O:20])[CH2:23][CH2:22]3)[C:12]2=[O:15])=[CH:8][CH:7]=1. The yield is 0.660.